Dataset: Full USPTO retrosynthesis dataset with 1.9M reactions from patents (1976-2016). Task: Predict the reactants needed to synthesize the given product. (1) The reactants are: [Cl:1][C:2]1[CH:3]=[C:4]([C@H:8]([O:36][CH2:37][CH2:38][CH2:39][C:40]([NH:42][CH3:43])=[O:41])[C@@H:9]2[CH2:14][CH2:13][CH2:12][N:11]([C:15]([NH:17][C@@H:18]([CH2:29][CH:30]3[CH2:35][CH2:34][CH2:33][CH2:32][CH2:31]3)[CH2:19][N:20](C)[C:21](=O)OC(C)(C)C)=[O:16])[CH2:10]2)[CH:5]=[CH:6][CH:7]=1.C(=O)(O)[O-].[Na+]. Given the product [Cl:1][C:2]1[CH:3]=[C:4]([C@H:8]([O:36][CH2:37][CH2:38][CH2:39][C:40]([NH:42][CH3:43])=[O:41])[C@@H:9]2[CH2:14][CH2:13][CH2:12][N:11]([C:15]([NH:17][C@H:18]([CH2:19][NH:20][CH3:21])[CH2:29][CH:30]3[CH2:31][CH2:32][CH2:33][CH2:34][CH2:35]3)=[O:16])[CH2:10]2)[CH:5]=[CH:6][CH:7]=1, predict the reactants needed to synthesize it. (2) Given the product [Br:22][C:7]1[N:8]=[C:3]([CH2:1][CH3:2])[C:4]([NH:11][C@@H:12]2[C:20]3[C:15](=[CH:16][CH:17]=[CH:18][CH:19]=3)[CH2:14][C@@H:13]2[OH:21])=[N:5][C:6]=1[CH2:9][CH3:10], predict the reactants needed to synthesize it. The reactants are: [CH2:1]([C:3]1[C:4]([NH:11][C@@H:12]2[C:20]3[C:15](=[CH:16][CH:17]=[CH:18][CH:19]=3)[CH2:14][C@@H:13]2[OH:21])=[N:5][C:6]([CH2:9][CH3:10])=[CH:7][N:8]=1)[CH3:2].[Br:22]N1C(=O)CCC1=O. (3) The reactants are: Br[C:2]1[CH:10]=[C:9]2[C:5]([CH:6]=[N:7][N:8]2[CH3:11])=[C:4]([NH:12][C:13]([C:15]2[N:16]=[C:17]([CH2:20][N:21]3[CH2:26][C@H:25]([CH3:27])[O:24][C@H:23]([CH3:28])[CH2:22]3)[S:18][CH:19]=2)=[O:14])[CH:3]=1.[NH:29]1[C:37]2[C:32](=[C:33](B(O)O)[CH:34]=[CH:35][CH:36]=2)[CH:31]=[CH:30]1.P([O-])([O-])([O-])=O.[K+].[K+].[K+].O. Given the product [CH3:28][C@H:23]1[O:24][C@@H:25]([CH3:27])[CH2:26][N:21]([CH2:20][C:17]2[S:18][CH:19]=[C:15]([C:13]([NH:12][C:4]3[CH:3]=[C:2]([C:33]4[CH:34]=[CH:35][CH:36]=[C:37]5[C:32]=4[CH:31]=[CH:30][NH:29]5)[CH:10]=[C:9]4[C:5]=3[CH:6]=[N:7][N:8]4[CH3:11])=[O:14])[N:16]=2)[CH2:22]1, predict the reactants needed to synthesize it. (4) Given the product [CH2:27]([N:29]1[CH2:34][N:33]([CH3:35])[CH2:32][N:31]([C:36]2[S:37][C:38]3[C:44]([CH2:45][I:25])=[CH:43][C:42]([C:47]4[CH:48]=[N:49][C:50]([N:53]5[CH2:58][CH2:57][C:56]([CH3:64])([C:59]([O:61][CH2:62][CH3:63])=[O:60])[CH2:55][CH2:54]5)=[N:51][CH:52]=4)=[CH:41][C:39]=3[N:40]=2)[C:30]1=[O:65])[CH3:28], predict the reactants needed to synthesize it. The reactants are: N1C=CN=C1.C1(P(C2C=CC=CC=2)C2C=CC=CC=2)C=CC=CC=1.[I:25]I.[CH2:27]([N:29]1[CH2:34][N:33]([CH3:35])[CH2:32][N:31]([C:36]2[S:37][C:38]3[C:44]([CH2:45]O)=[CH:43][C:42]([C:47]4[CH:48]=[N:49][C:50]([N:53]5[CH2:58][CH2:57][C:56]([CH3:64])([C:59]([O:61][CH2:62][CH3:63])=[O:60])[CH2:55][CH2:54]5)=[N:51][CH:52]=4)=[CH:41][C:39]=3[N:40]=2)[C:30]1=[O:65])[CH3:28]. (5) Given the product [CH3:20][NH:19][C:6]1[C:5]2[C:10](=[CH:11][CH:12]=[C:3]([OH:2])[CH:4]=2)[N:9]=[C:8]([C:13]2[CH:14]=[N:15][CH:16]=[CH:17][CH:18]=2)[N:7]=1, predict the reactants needed to synthesize it. The reactants are: C[O:2][C:3]1[CH:4]=[C:5]2[C:10](=[CH:11][CH:12]=1)[N:9]=[C:8]([C:13]1[CH:14]=[N:15][CH:16]=[CH:17][CH:18]=1)[N:7]=[C:6]2[NH:19][CH3:20].B(Br)(Br)Br.ClCCl.C([O-])(O)=O.[Na+]. (6) Given the product [CH2:1]([O:3][C:4](=[O:20])[C:5]1[CH:10]=[C:9]([B:21]2[O:25][C:24]([CH3:27])([CH3:26])[C:23]([CH3:29])([CH3:28])[O:22]2)[CH:8]=[N:7][C:6]=1[O:12][CH:13]([CH2:17][O:18][CH3:19])[CH2:14][O:15][CH3:16])[CH3:2], predict the reactants needed to synthesize it. The reactants are: [CH2:1]([O:3][C:4](=[O:20])[C:5]1[CH:10]=[C:9](Br)[CH:8]=[N:7][C:6]=1[O:12][CH:13]([CH2:17][O:18][CH3:19])[CH2:14][O:15][CH3:16])[CH3:2].[B:21]1([B:21]2[O:25][C:24]([CH3:27])([CH3:26])[C:23]([CH3:29])([CH3:28])[O:22]2)[O:25][C:24]([CH3:27])([CH3:26])[C:23]([CH3:29])([CH3:28])[O:22]1.C([O-])(=O)C.[K+].